This data is from Full USPTO retrosynthesis dataset with 1.9M reactions from patents (1976-2016). The task is: Predict the reactants needed to synthesize the given product. (1) Given the product [Cl:27][C:22]1[CH:21]=[C:20]([CH2:19][CH:18]([CH3:28])[C:17]([OH:29])=[O:16])[CH:25]=[CH:24][C:23]=1[O:26][CH2:2][C:3]1[CH:8]=[CH:7][CH:6]=[C:5]([S:9][CH:10]2[CH2:13][CH2:12][CH2:11]2)[N:4]=1, predict the reactants needed to synthesize it. The reactants are: Cl[CH2:2][C:3]1[CH:8]=[CH:7][CH:6]=[C:5]([S:9][CH:10]2[CH2:13][CH2:12][CH2:11]2)[N:4]=1.C([O:16][C:17](=[O:29])[CH:18]([CH3:28])[CH2:19][C:20]1[CH:25]=[CH:24][C:23]([OH:26])=[C:22]([Cl:27])[CH:21]=1)C. (2) The reactants are: [Cl:1][C:2]1[CH:3]=[C:4]2[C:9](=[CH:10][CH:11]=1)[C:8](=[O:12])[N:7]([C:13]1[CH:14]=[N:15][CH:16]=[C:17]([CH2:19]Cl)[CH:18]=1)[CH2:6][CH2:5]2.C([O-])([O-])=O.[Na+].[Na+].[CH3:27][C:28]1[C:32](B(O)O)=[C:31]([CH3:36])[O:30][N:29]=1.O. Given the product [Cl:1][C:2]1[CH:3]=[C:4]2[C:9](=[CH:10][CH:11]=1)[C:8](=[O:12])[N:7]([C:13]1[CH:14]=[N:15][CH:16]=[C:17]([CH2:19][C:32]3[C:28]([CH3:27])=[N:29][O:30][C:31]=3[CH3:36])[CH:18]=1)[CH2:6][CH2:5]2, predict the reactants needed to synthesize it. (3) Given the product [CH3:22][C:23]1[CH:28]=[CH:27][C:26]([N+:29]([O-:31])=[O:30])=[CH:25][C:24]=1[NH:32][C:33]1[N:35]=[C:1]([C:4]2[CH:5]=[N:6][CH:7]=[CH:8][CH:9]=2)[CH:2]=[CH:10][N:34]=1, predict the reactants needed to synthesize it. The reactants are: [C:1]([C:4]1[CH:5]=[N:6][CH:7]=[CH:8][CH:9]=1)(=O)[CH3:2].[CH3:10]OC(OC)N(C)C.[N+]([O-])(O)=O.[CH3:22][C:23]1[CH:28]=[CH:27][C:26]([N+:29]([O-:31])=[O:30])=[CH:25][C:24]=1[NH:32][C:33]([NH2:35])=[NH:34].[OH-].[Na+]. (4) Given the product [CH2:6]([O:8][C:9]([C:10]1[CH:4]=[C:3]([C:2](=[O:5])[CH3:1])[NH:12][N:11]=1)=[O:13])[CH3:7], predict the reactants needed to synthesize it. The reactants are: [CH3:1][C:2](=[O:5])[C:3]#[CH:4].[CH2:6]([O:8][C:9](=[O:13])[CH:10]=[N+:11]=[N-:12])[CH3:7]. (5) The reactants are: [NH:1]1[CH2:6][CH2:5][C:4](=[CH:7][C:8]2[S:9][C:10]3[CH:16]=[CH:15][CH:14]=[CH:13][C:11]=3[N:12]=2)[CH2:3][CH2:2]1.Cl[C:18]1[C:23]([N+:24]([O-:26])=[O:25])=[CH:22][CH:21]=[C:20]([CH3:27])[N:19]=1.O. Given the product [NH:1]1[CH2:6][CH2:5][C:4](=[CH:7][C:8]2[S:9][C:10]3[CH:16]=[CH:15][CH:14]=[CH:13][C:11]=3[N:12]=2)[CH2:3][CH2:2]1.[S:9]1[C:10]2[CH:16]=[CH:15][CH:14]=[CH:13][C:11]=2[N:12]=[C:8]1[CH2:7][C:4]1[CH2:5][CH2:6][N:1]([C:18]2[C:23]([N+:24]([O-:26])=[O:25])=[CH:22][CH:21]=[C:20]([CH3:27])[N:19]=2)[CH2:2][CH:3]=1, predict the reactants needed to synthesize it.